From a dataset of Reaction yield outcomes from USPTO patents with 853,638 reactions. Predict the reaction yield, written as a fraction of the theoretical maximum amount of product (1.0 means a 100% yield; for example, 0.34 means a 34% yield). (1) The reactants are Br[C:2]1[S:6][C:5]([C:7]([C:9]2[CH:18]=[CH:17][C:12]([C:13]([O:15][CH3:16])=[O:14])=[CH:11][CH:10]=2)=[CH2:8])=[N:4][CH:3]=1.[CH3:19][C:20]1[CH:21]=[C:22]([NH:35][C:36]2[N:41]=[C:40]([C:42]([F:45])([F:44])[F:43])[CH:39]=[CH:38][N:37]=2)[CH:23]=[C:24](B2OC(C)(C)C(C)(C)O2)[CH:25]=1.C(=O)([O-])[O-].[Cs+].[Cs+].CC(C1C=C(C(C)C)C(C2C=CC=CC=2P(C2CCCCC2)C2CCCCC2)=C(C(C)C)C=1)C. The catalyst is C1C=CC(/C=C/C(/C=C/C2C=CC=CC=2)=O)=CC=1.C1C=CC(/C=C/C(/C=C/C2C=CC=CC=2)=O)=CC=1.C1C=CC(/C=C/C(/C=C/C2C=CC=CC=2)=O)=CC=1.[Pd].[Pd]. The product is [CH3:19][C:20]1[CH:25]=[C:24]([C:2]2[S:6][C:5]([C:7]([C:9]3[CH:18]=[CH:17][C:12]([C:13]([O:15][CH3:16])=[O:14])=[CH:11][CH:10]=3)=[CH2:8])=[N:4][CH:3]=2)[CH:23]=[C:22]([NH:35][C:36]2[N:41]=[C:40]([C:42]([F:45])([F:43])[F:44])[CH:39]=[CH:38][N:37]=2)[CH:21]=1. The yield is 0.299. (2) The reactants are [F:1][C:2]1[C:3]([CH3:12])=[CH:4][C:5]2[S:9][C:8]([NH2:10])=[N:7][C:6]=2[CH:11]=1.[Br:13]Br.[OH-].[NH4+]. The catalyst is C(O)(=O)C. The product is [Br:13][C:11]1[C:6]2[N:7]=[C:8]([NH2:10])[S:9][C:5]=2[CH:4]=[C:3]([CH3:12])[C:2]=1[F:1]. The yield is 0.840.